This data is from Full USPTO retrosynthesis dataset with 1.9M reactions from patents (1976-2016). The task is: Predict the reactants needed to synthesize the given product. (1) Given the product [Cl:15][CH2:16][C:17]([NH:19][C@H:20]1[CH2:29][CH2:28][C:27]2[C:22](=[CH:23][CH:24]=[CH:25][CH:26]=2)[C@H:21]1[OH:30])=[O:18], predict the reactants needed to synthesize it. The reactants are: C([BH-](C(CC)C)C(CC)C)(CC)C.[Li+].[Cl:15][CH2:16][C:17]([NH:19][CH:20]1[CH2:29][CH2:28][C:27]2[C:22](=[CH:23][CH:24]=[CH:25][CH:26]=2)[C:21]1=[O:30])=[O:18].O.Cl. (2) Given the product [CH2:12]([O:11][C:3](=[O:10])[CH:4]([C:15]1[CH:20]=[CH:19][N:18]=[C:17]2[CH:21]=[CH:22][S:23][C:16]=12)[C:5]([O:7][CH2:8][CH3:9])=[O:6])[CH3:13], predict the reactants needed to synthesize it. The reactants are: [H-].[Na+].[C:3]([O:11][CH2:12][CH3:13])(=[O:10])[CH2:4][C:5]([O:7][CH2:8][CH3:9])=[O:6].Br[C:15]1[CH:20]=[CH:19][N:18]=[C:17]2[CH:21]=[CH:22][S:23][C:16]=12.